Dataset: Forward reaction prediction with 1.9M reactions from USPTO patents (1976-2016). Task: Predict the product of the given reaction. Given the reactants Br[C:2]1[CH:9]=[CH:8][C:5]([CH:6]=[O:7])=[C:4]([F:10])[CH:3]=1.[C:11]1(B(O)O)[CH:16]=[CH:15][CH:14]=[CH:13][CH:12]=1.[F-].[Cs+].C([O-])(O)=O.[Na+], predict the reaction product. The product is: [F:10][C:4]1[CH:3]=[C:2]([C:11]2[CH:16]=[CH:15][CH:14]=[CH:13][CH:12]=2)[CH:9]=[CH:8][C:5]=1[CH:6]=[O:7].